From a dataset of Reaction yield outcomes from USPTO patents with 853,638 reactions. Predict the reaction yield, written as a fraction of the theoretical maximum amount of product (1.0 means a 100% yield; for example, 0.34 means a 34% yield). (1) The reactants are CS(O[CH2:6][C:7]1[O:11][N:10]=[C:9]([CH3:12])[C:8]=1[C:13]1[C:14]([C:19](=[O:27])[C:20]2[CH:25]=[CH:24][C:23]([Cl:26])=[CH:22][CH:21]=2)=[N:15][N:16]([CH3:18])[CH:17]=1)(=O)=O.[N-:28]=[N+:29]=[N-:30].[Na+]. The catalyst is CN(C)C=O. The product is [N:28]([CH2:6][C:7]1[O:11][N:10]=[C:9]([CH3:12])[C:8]=1[C:13]1[C:14]([C:19]([C:20]2[CH:25]=[CH:24][C:23]([Cl:26])=[CH:22][CH:21]=2)=[O:27])=[N:15][N:16]([CH3:18])[CH:17]=1)=[N+:29]=[N-:30]. The yield is 0.940. (2) The reactants are [CH3:1][O:2][C:3](=[O:14])[CH2:4][C:5]1[CH:10]=[CH:9][C:8]([C:11]#[N:12])=[CH:7][C:6]=1[CH3:13].C([O-])(O)=O.[Na+].[NH2:20][OH:21].Cl. The catalyst is CCO. The product is [CH3:1][O:2][C:3](=[O:14])[CH2:4][C:5]1[CH:10]=[CH:9][C:8]([C:11](=[NH:12])[NH:20][OH:21])=[CH:7][C:6]=1[CH3:13]. The yield is 0.890. (3) The reactants are [CH2:1]([NH2:4])[CH:2]=[CH2:3].[CH2:5]([NH:12][C:13]1[C:14]2[S:22][CH:21]=[C:20]([CH3:23])[C:15]=2[N:16]=[C:17](Cl)[N:18]=1)[C:6]1[CH:11]=[CH:10][CH:9]=[CH:8][CH:7]=1. The catalyst is O. The product is [CH2:1]([NH:4][C:17]1[N:18]=[C:13]([NH:12][CH2:5][C:6]2[CH:11]=[CH:10][CH:9]=[CH:8][CH:7]=2)[C:14]2[S:22][CH:21]=[C:20]([CH3:23])[C:15]=2[N:16]=1)[CH:2]=[CH2:3]. The yield is 0.813. (4) The reactants are Cl[C:2]1[C:11]([N+:12]([O-:14])=[O:13])=[CH:10][CH:9]=[CH:8][C:3]=1[C:4]([O:6][CH3:7])=[O:5].[CH3:15][NH2:16]. The catalyst is O1CCCC1. The product is [CH3:15][NH:16][C:2]1[C:11]([N+:12]([O-:14])=[O:13])=[CH:10][CH:9]=[CH:8][C:3]=1[C:4]([O:6][CH3:7])=[O:5]. The yield is 1.00. (5) The reactants are Cl[CH:2]([C:49]1[CH:54]=[CH:53][C:52]([CH:55]2[CH2:57][CH2:56]2)=[CH:51][CH:50]=1)[C:3]1[CH:8]=[CH:7][N:6]=[CH:5][C:4]=1[O:9][C@@H:10]1[CH2:15][C@H:14]([CH2:16][O:17][CH2:18][C:19]2[CH:24]=[CH:23][CH:22]=[CH:21][CH:20]=2)[C@@H:13]([O:25][CH2:26][C:27]2[CH:32]=[CH:31][CH:30]=[CH:29][CH:28]=2)[C@H:12]([O:33][CH2:34][C:35]2[CH:40]=[CH:39][CH:38]=[CH:37][CH:36]=2)[C@H:11]1[O:41][CH2:42][C:43]1[CH:48]=[CH:47][CH:46]=[CH:45][CH:44]=1.C(OCC)(=O)C. The catalyst is C(Cl)Cl.C(O)(=O)C.[Zn]. The product is [CH:55]1([C:52]2[CH:51]=[CH:50][C:49]([CH2:2][C:3]3[CH:8]=[CH:7][N:6]=[CH:5][C:4]=3[O:9][C@@H:10]3[CH2:15][C@H:14]([CH2:16][O:17][CH2:18][C:19]4[CH:24]=[CH:23][CH:22]=[CH:21][CH:20]=4)[C@@H:13]([O:25][CH2:26][C:27]4[CH:28]=[CH:29][CH:30]=[CH:31][CH:32]=4)[C@H:12]([O:33][CH2:34][C:35]4[CH:40]=[CH:39][CH:38]=[CH:37][CH:36]=4)[C@H:11]3[O:41][CH2:42][C:43]3[CH:48]=[CH:47][CH:46]=[CH:45][CH:44]=3)=[CH:54][CH:53]=2)[CH2:56][CH2:57]1. The yield is 0.670. (6) The reactants are [Cl:1][C:2]1[CH:7]=[C:6]([O:8][CH2:9][CH:10]=[C:11]([Cl:13])[Cl:12])[CH:5]=[C:4]([Cl:14])[C:3]=1[OH:15].C(=O)([O-])[O-].[K+].[K+].[C:22]([O:26][N:27]=[C:28]([CH2:30][O:31][CH2:32][CH2:33][CH2:34][CH2:35]OS(C)(=O)=O)[CH3:29])([CH3:25])([CH3:24])[CH3:23].Cl. The catalyst is CN(C)C=O. The product is [C:22]([O:26][N:27]=[C:28]([CH2:30][O:31][CH2:32][CH2:33][CH2:34][CH2:35][O:15][C:3]1[C:2]([Cl:1])=[CH:7][C:6]([O:8][CH2:9][CH:10]=[C:11]([Cl:13])[Cl:12])=[CH:5][C:4]=1[Cl:14])[CH3:29])([CH3:25])([CH3:24])[CH3:23]. The yield is 0.770. (7) The reactants are [N:1]([C:4]1[N:9]=[C:8]([O:10][CH2:11][C:12]([F:15])([F:14])[F:13])[CH:7]=[C:6]([O:16][CH2:17][C:18]([F:21])([F:20])[F:19])[N:5]=1)=[C:2]=[O:3].[CH3:22][NH:23][C:24]1[CH:29]=[CH:28][C:27]([O:30][C:31]([F:34])([F:33])[F:32])=[CH:26][CH:25]=1. The catalyst is C(Cl)Cl. The product is [F:15][C:12]([F:13])([F:14])[CH2:11][O:10][C:8]1[CH:7]=[C:6]([O:16][CH2:17][C:18]([F:21])([F:20])[F:19])[N:5]=[C:4]([NH:1][C:2](=[O:3])[N:23]([CH3:22])[C:24]2[CH:29]=[CH:28][C:27]([O:30][C:31]([F:32])([F:33])[F:34])=[CH:26][CH:25]=2)[N:9]=1. The yield is 0.380. (8) The reactants are Br[C:2]1[N:3]([C:26]2[CH:27]=[N:28][CH:29]=[CH:30][CH:31]=2)[C:4]2[C:9]([C:10]=1[S:11][C:12]1[C:13]([F:23])=[C:14]([CH:20]=[CH:21][CH:22]=1)[C:15]([O:17][CH2:18][CH3:19])=[O:16])=[CH:8][CH:7]=[C:6]([Cl:24])[C:5]=2[F:25].BrC1C=N[CH:36]=[CH:37][CH:38]=1.N[C@@H]1CCCC[C@H]1N.[O-]P([O-])([O-])=O.[K+].[K+].[K+]. The catalyst is C1(C)C=CC=CC=1.[Cu]I. The product is [Cl:24][C:6]1[C:5]([F:25])=[C:4]2[C:9]([C:10]([S:11][C:12]3[C:13]([F:23])=[C:14]([CH:20]=[CH:21][CH:22]=3)[C:15]([O:17][CH2:18][CH3:19])=[O:16])=[C:2]([CH:37]3[CH2:38][CH2:36]3)[N:3]2[C:26]2[CH:27]=[N:28][CH:29]=[CH:30][CH:31]=2)=[CH:8][CH:7]=1. The yield is 0.0840.